Predict the product of the given reaction. From a dataset of Forward reaction prediction with 1.9M reactions from USPTO patents (1976-2016). (1) The product is: [Br:1][C:2]1[CH:7]=[CH:6][CH:5]=[CH:4][C:3]=1[N:8]1[CH2:12][CH2:11][CH:10]([N:16]2[CH2:17][CH2:18][O:23][CH2:15][CH2:14]2)[CH2:9]1. Given the reactants [Br:1][C:2]1[CH:7]=[CH:6][CH:5]=[CH:4][C:3]=1[N:8]1[CH2:12][CH2:11][CH:10](O)[CH2:9]1.[CH2:14]([N:16](CC)[CH2:17][CH3:18])[CH3:15].CS(Cl)(=O)=[O:23], predict the reaction product. (2) The product is: [CH3:56][C:36]1[C:37]([C:39]2[S:43][C:42]3[CH:44]=[C:45]([C:48]([N:50]4[CH2:55][CH2:54][O:53][CH2:52][CH2:51]4)=[O:49])[CH:46]=[CH:47][C:41]=3[CH:40]=2)=[N:38][C:33]([NH:23][CH2:24][CH2:25][CH:26]2[CH2:31][CH2:30][NH:29][CH2:28][CH2:27]2)=[N:34][CH:35]=1. Given the reactants C1(NC(C2C3C=C(C4C(Br)=CN=C([NH:23][CH2:24][CH2:25][CH:26]5[CH2:31][CH2:30][NH:29][CH2:28][CH2:27]5)N=4)SC=3C=CC=2)=O)CC1.Cl[C:33]1[N:38]=[C:37]([C:39]2[S:43][C:42]3[CH:44]=[C:45]([C:48]([N:50]4[CH2:55][CH2:54][O:53][CH2:52][CH2:51]4)=[O:49])[CH:46]=[CH:47][C:41]=3[CH:40]=2)[C:36]([CH3:56])=[CH:35][N:34]=1.C(OC(N1CCC(CCN)CC1)=O)(C)(C)C, predict the reaction product. (3) Given the reactants [NH:1]1[C:5]2=[CH:6][N:7]=[CH:8][CH:9]=[C:4]2[C:3]([C:10]([O:12][CH3:13])=[O:11])=[N:2]1.[I:14][C:15]1[CH:16]=[C:17](B(O)O)[CH:18]=[CH:19][CH:20]=1, predict the reaction product. The product is: [I:14][C:15]1[CH:20]=[C:19]([N:1]2[C:5]3=[CH:6][N:7]=[CH:8][CH:9]=[C:4]3[C:3]([C:10]([O:12][CH3:13])=[O:11])=[N:2]2)[CH:18]=[CH:17][CH:16]=1. (4) The product is: [CH3:12][C:7]1[CH:6]=[N:5][C:4]2[NH:9][C:10]3[C:2]([C:3]=2[CH:8]=1)=[CH:23][CH:18]=[CH:19][C:11]=3[CH3:1]. Given the reactants [CH2:1]1[CH2:11][CH2:10][N:9]2[C:4](=[N:5][CH2:6][CH2:7][CH2:8]2)[CH2:3][CH2:2]1.[CH3:12]N(C)C(=O)C.[CH:18]1(P(C2CCCCC2)C2C=CC=CC=2C2C=CC=CC=2)[CH2:23]CCC[CH2:19]1, predict the reaction product. (5) Given the reactants [CH2:1](Br)[C:2]1[CH:7]=[CH:6][CH:5]=[CH:4][CH:3]=1.C([O-])([O-])=O.[K+].[K+].[OH:15][C:16]1[CH:25]=[C:24]([NH:26][C:27](=[O:40])[CH:28]=[CH:29][C:30]2[CH:39]=[CH:38][C:37]3[C:32](=[CH:33][CH:34]=[CH:35][CH:36]=3)[CH:31]=2)[CH:23]=[CH:22][C:17]=1[C:18]([O:20][CH3:21])=[O:19].C1CCN2C(=NCCC2)CC1.Cl.[N+:53]([CH3:56])([O-:55])=[O:54], predict the reaction product. The product is: [CH2:1]([O:15][C:16]1[CH:25]=[C:24]([NH:26][C:27](=[O:40])[CH2:28][CH:29]([C:30]2[CH:39]=[CH:38][C:37]3[C:32](=[CH:33][CH:34]=[CH:35][CH:36]=3)[CH:31]=2)[CH2:56][N+:53]([O-:55])=[O:54])[CH:23]=[CH:22][C:17]=1[C:18]([O:20][CH3:21])=[O:19])[C:2]1[CH:7]=[CH:6][CH:5]=[CH:4][CH:3]=1. (6) The product is: [CH:10]1([C:9]2[CH:12]=[CH:13][C:14]([O:15][CH3:16])=[C:7]([O:6][CH3:5])[CH:8]=2)[CH2:2][CH2:1]1. Given the reactants [CH2:1]([Mg]Br)[CH3:2].[CH3:5][O:6][C:7]1[CH:8]=[C:9]([CH:12]=[CH:13][C:14]=1[O:15][CH3:16])[CH:10]=O, predict the reaction product.